This data is from Forward reaction prediction with 1.9M reactions from USPTO patents (1976-2016). The task is: Predict the product of the given reaction. (1) Given the reactants [Cl:1][C:2]1[CH:7]=[C:6](Cl)[N:5]2[N:9]=[C:10]([C:12]3[CH:17]=[CH:16][CH:15]=[CH:14][CH:13]=3)[CH:11]=[C:4]2[N:3]=1.[S:18]1[CH2:22][CH2:21][NH:20][CH2:19]1, predict the reaction product. The product is: [Cl:1][C:2]1[CH:7]=[C:6]([N:20]2[CH2:21][CH2:22][S:18][CH2:19]2)[N:5]2[N:9]=[C:10]([C:12]3[CH:17]=[CH:16][CH:15]=[CH:14][CH:13]=3)[CH:11]=[C:4]2[N:3]=1. (2) Given the reactants [Cl:1][C:2]1[CH:3]=[C:4]([CH:9]=[C:10]([Cl:18])[C:11]=1[O:12][CH:13]1[CH2:17][CH2:16][CH2:15][CH2:14]1)[C:5]([O:7]C)=[O:6].[OH-].[Li+].O, predict the reaction product. The product is: [Cl:1][C:2]1[CH:3]=[C:4]([CH:9]=[C:10]([Cl:18])[C:11]=1[O:12][CH:13]1[CH2:17][CH2:16][CH2:15][CH2:14]1)[C:5]([OH:7])=[O:6]. (3) Given the reactants [C:1]([OH:20])(=[O:19])[CH2:2][CH2:3][CH2:4][CH2:5][CH2:6][CH2:7][CH2:8][CH2:9][CH2:10][CH2:11][CH2:12][CH2:13][CH2:14][CH2:15][CH2:16][CH2:17][CH3:18].O[N:22]1[C:26](=[O:27])[CH2:25][CH2:24][C:23]1=[O:28].Cl.C(N=C=NCCCN(C)C)C.S([O-])([O-])(=O)=O.[Mg+2], predict the reaction product. The product is: [CH3:18][CH2:17][CH2:16][CH2:15][CH2:14][CH2:13][CH2:12][CH2:11][CH2:10][CH2:9][CH2:8][CH2:7][CH2:6][CH2:5][CH2:4][CH2:3][CH2:2][C:1]([O:20][N:22]1[C:26](=[O:27])[CH2:25][CH2:24][C:23]1=[O:28])=[O:19]. (4) Given the reactants [CH:1]1([NH:4][C:5]([C@@H:7]2[C@H:12]([NH:13][C:14]3[C:19]([Cl:20])=[CH:18][N:17]=[C:16]([NH2:21])[C:15]=3[NH2:22])[C@@H:11]3[CH2:23][C@H:8]2[CH:9]=[CH:10]3)=[O:6])[CH2:3][CH2:2]1.[Cl:24][C:25]1[N:26]=[C:27]([N:32]2[CH2:36][CH2:35][CH2:34][CH2:33]2)[S:28][C:29]=1[CH:30]=O.C([O-])(=O)C.[NH4+], predict the reaction product. The product is: [CH:1]1([NH:4][C:5]([C@@H:7]2[C@H:12]([NH:13][C:14]3[C:19]([Cl:20])=[CH:18][N:17]=[C:16]4[NH:21][C:30]([C:29]5[S:28][C:27]([N:32]6[CH2:36][CH2:35][CH2:34][CH2:33]6)=[N:26][C:25]=5[Cl:24])=[N:22][C:15]=34)[C@@H:11]3[CH2:23][C@H:8]2[CH:9]=[CH:10]3)=[O:6])[CH2:3][CH2:2]1. (5) The product is: [N:1]1([C:4]2[CH:5]=[CH:6][C:7]([F:10])=[N:8][CH:9]=2)[CH:12]=[CH:11][N:3]=[N:2]1. Given the reactants [N:1]([C:4]1[CH:5]=[CH:6][C:7]([F:10])=[N:8][CH:9]=1)=[N+:2]=[N-:3].[C:11](OC=C)(=O)[CH3:12], predict the reaction product. (6) Given the reactants [C:1]([S:20][CH2:21][CH2:22]/[CH:23]=[CH:24]/[C:25]#N)([C:14]1[CH:19]=[CH:18][CH:17]=[CH:16][CH:15]=1)([C:8]1[CH:13]=[CH:12][CH:11]=[CH:10][CH:9]=1)[C:2]1[CH:7]=[CH:6][CH:5]=[CH:4][CH:3]=1.CC(C[AlH]CC(C)C)C.[OH2:36], predict the reaction product. The product is: [C:1]([S:20][CH2:21][CH2:22]/[CH:23]=[CH:24]/[CH:25]=[O:36])([C:14]1[CH:19]=[CH:18][CH:17]=[CH:16][CH:15]=1)([C:8]1[CH:13]=[CH:12][CH:11]=[CH:10][CH:9]=1)[C:2]1[CH:7]=[CH:6][CH:5]=[CH:4][CH:3]=1. (7) Given the reactants [CH3:1][C:2]1[S:6][C:5]([C:7]([OH:9])=O)=[CH:4][CH:3]=1.[Br:10][C:11]1[CH:17]=[C:16]([O:18][CH3:19])[CH:15]=[CH:14][C:12]=1[NH2:13], predict the reaction product. The product is: [Br:10][C:11]1[CH:17]=[C:16]([O:18][CH3:19])[CH:15]=[CH:14][C:12]=1[N:13]([C:7]([C:5]1[S:6][C:2]([CH3:1])=[CH:3][CH:4]=1)=[O:9])[C:7]([C:5]1[S:6][C:2]([CH3:1])=[CH:3][CH:4]=1)=[O:9].